From a dataset of Full USPTO retrosynthesis dataset with 1.9M reactions from patents (1976-2016). Predict the reactants needed to synthesize the given product. Given the product [CH2:1]([O:3][C:4]([C:5]1[CH:6]=[C:7]2[C:8]([C:11]([C:12](=[O:13])[NH:14][CH2:15][C:16]3[CH:21]=[CH:20][C:19]([F:22])=[C:18]([F:23])[CH:17]=3)=[C:24]([C:25]([CH3:28])([CH3:27])[CH3:26])[NH:30]2)=[CH:9][CH:10]=1)=[O:33])[CH3:2], predict the reactants needed to synthesize it. The reactants are: [CH2:1]([O:3][C:4](=[O:33])[C:5]1[CH:10]=[CH:9][C:8]([CH:11]([C:24](=O)[C:25]([CH3:28])([CH3:27])[CH3:26])[C:12]([NH:14][CH2:15][C:16]2[CH:21]=[CH:20][C:19]([F:22])=[C:18]([F:23])[CH:17]=2)=[O:13])=[C:7]([N+:30]([O-])=O)[CH:6]=1)[CH3:2].